This data is from Full USPTO retrosynthesis dataset with 1.9M reactions from patents (1976-2016). The task is: Predict the reactants needed to synthesize the given product. (1) Given the product [CH3:28][C:29]1([CH3:41])[CH2:33][C:32]2[CH:34]=[C:35]([N:13]3[C:14](=[O:15])[C:9]([CH2:8][C:6]4[CH:5]=[CH:4][C:3]([C:20]5[C:21]([C:26]#[N:27])=[CH:22][CH:23]=[CH:24][CH:25]=5)=[C:2]([F:1])[CH:7]=4)=[C:10]([CH2:17][CH2:18][CH3:19])[N:11]=[C:12]3[CH3:16])[CH:36]=[CH:37][C:31]=2[O:30]1, predict the reactants needed to synthesize it. The reactants are: [F:1][C:2]1[CH:7]=[C:6]([CH2:8][C:9]2[C:14](=[O:15])[NH:13][C:12]([CH3:16])=[N:11][C:10]=2[CH2:17][CH2:18][CH3:19])[CH:5]=[CH:4][C:3]=1[C:20]1[C:21]([C:26]#[N:27])=[CH:22][CH:23]=[CH:24][CH:25]=1.[CH3:28][C:29]1([CH3:41])[CH2:33][C:32]2[CH:34]=[C:35](B(O)O)[CH:36]=[CH:37][C:31]=2[O:30]1.N1C=CC=CC=1.C(N(CC)CC)C. (2) Given the product [CH3:17][O:18][C:19]1[C:20]([C:21]2[O:14][C:13]([C:3]3[C:4]([C:7]4[CH:12]=[CH:11][CH:10]=[CH:9][CH:8]=4)=[N:5][O:6][C:2]=3[CH3:1])=[N:15][N:16]=2)=[CH:24][CH:25]=[CH:26][N:27]=1, predict the reactants needed to synthesize it. The reactants are: [CH3:1][C:2]1[O:6][N:5]=[C:4]([C:7]2[CH:12]=[CH:11][CH:10]=[CH:9][CH:8]=2)[C:3]=1[C:13]([NH:15][NH2:16])=[O:14].[CH3:17][O:18][C:19]1[N:27]=[CH:26][CH:25]=[CH:24][C:20]=1[C:21](O)=O. (3) Given the product [Br:1][C:2]1[CH:10]=[CH:9][C:5]([C:6]([N:16]2[CH2:17][C:14]([F:18])([F:13])[CH2:15]2)=[O:8])=[C:4]([F:11])[CH:3]=1, predict the reactants needed to synthesize it. The reactants are: [Br:1][C:2]1[CH:10]=[CH:9][C:5]([C:6]([OH:8])=O)=[C:4]([F:11])[CH:3]=1.Cl.[F:13][C:14]1([F:18])[CH2:17][NH:16][CH2:15]1. (4) Given the product [CH3:10][O:9][C:3]1[CH:4]=[CH:5][C:6]([C:12]2[CH:13]=[CH:14][CH:15]=[CH:16][N:11]=2)=[CH:7][C:2]=1[C:16]1[CH:15]=[CH:14][CH:13]=[CH:12][N:11]=1, predict the reactants needed to synthesize it. The reactants are: Br[C:2]1[CH:7]=[C:6](Br)[CH:5]=[CH:4][C:3]=1[O:9][CH3:10].[N:11]1[CH:16]=[CH:15][CH:14]=[CH:13][C:12]=1[Sn](CCCC)(CCCC)CCCC.[Cl-].[Li+]. (5) Given the product [NH2:1][C:2]1[N:10]=[CH:9][N:8]=[C:7]2[C:3]=1[N:4]=[CH:5][N:6]2[C@H:11]1[C@@H:15]2[O:16][C:17]([CH3:19])([CH3:20])[O:18][C@@H:14]2[C@@H:13]([CH2:21][N:22]([CH:37]([CH3:39])[CH3:38])[CH2:23][CH2:24][CH2:25][NH2:26])[O:12]1, predict the reactants needed to synthesize it. The reactants are: [NH2:1][C:2]1[N:10]=[CH:9][N:8]=[C:7]2[C:3]=1[N:4]=[CH:5][N:6]2[C@H:11]1[C@@H:15]2[O:16][C:17]([CH3:20])([CH3:19])[O:18][C@@H:14]2[C@@H:13]([CH2:21][N:22]([CH:37]([CH3:39])[CH3:38])[CH2:23][CH2:24][CH2:25][N:26]2C(=O)C3C(=CC=CC=3)C2=O)[O:12]1.NN.O.